The task is: Predict the product of the given reaction.. This data is from Forward reaction prediction with 1.9M reactions from USPTO patents (1976-2016). (1) Given the reactants Cl[C:2]1[S:3][C:4]2[CH:10]=[CH:9][CH:8]=[CH:7][C:5]=2[N:6]=1.[Cl:11][C:12]1[CH:13]=[C:14]([CH:16]=[CH:17][C:18]=1[Cl:19])[NH2:15], predict the reaction product. The product is: [S:3]1[C:4]2[CH:10]=[CH:9][CH:8]=[CH:7][C:5]=2[N:6]=[C:2]1[NH:15][C:14]1[CH:16]=[CH:17][C:18]([Cl:19])=[C:12]([Cl:11])[CH:13]=1. (2) The product is: [Cl:1][C:2]1[CH:3]=[C:4]2[CH:12]([OH:13])[C:11]3[CH:14]=[C:15]([CH2:18][CH3:19])[CH:16]=[CH:17][C:10]=3[CH:9]=[CH:8][C:5]2=[N:6][CH:7]=1. Given the reactants [Cl:1][C:2]1[CH:3]=[C:4]2[C:12](=[O:13])[C:11]3[CH:14]=[C:15]([CH:18]=[CH2:19])[CH:16]=[CH:17][C:10]=3[CH:9]=[CH:8][C:5]2=[N:6][CH:7]=1.B1C2CCCC1CCC2, predict the reaction product.